The task is: Regression. Given two drug SMILES strings and cell line genomic features, predict the synergy score measuring deviation from expected non-interaction effect.. This data is from NCI-60 drug combinations with 297,098 pairs across 59 cell lines. (1) Drug 1: C1CCN(CC1)CCOC2=CC=C(C=C2)C(=O)C3=C(SC4=C3C=CC(=C4)O)C5=CC=C(C=C5)O. Drug 2: C1CC(=O)NC(=O)C1N2CC3=C(C2=O)C=CC=C3N. Cell line: CAKI-1. Synergy scores: CSS=4.71, Synergy_ZIP=-2.60, Synergy_Bliss=-2.93, Synergy_Loewe=-1.87, Synergy_HSA=-1.47. (2) Drug 1: CC1=C(C=C(C=C1)NC(=O)C2=CC=C(C=C2)CN3CCN(CC3)C)NC4=NC=CC(=N4)C5=CN=CC=C5. Drug 2: CC1CCC2CC(C(=CC=CC=CC(CC(C(=O)C(C(C(=CC(C(=O)CC(OC(=O)C3CCCCN3C(=O)C(=O)C1(O2)O)C(C)CC4CCC(C(C4)OC)O)C)C)O)OC)C)C)C)OC. Synergy scores: CSS=-4.95, Synergy_ZIP=1.26, Synergy_Bliss=-4.20, Synergy_Loewe=-6.37, Synergy_HSA=-8.15. Cell line: KM12. (3) Drug 1: CC1=C(C=C(C=C1)NC(=O)C2=CC=C(C=C2)CN3CCN(CC3)C)NC4=NC=CC(=N4)C5=CN=CC=C5. Drug 2: CC1=C(N=C(N=C1N)C(CC(=O)N)NCC(C(=O)N)N)C(=O)NC(C(C2=CN=CN2)OC3C(C(C(C(O3)CO)O)O)OC4C(C(C(C(O4)CO)O)OC(=O)N)O)C(=O)NC(C)C(C(C)C(=O)NC(C(C)O)C(=O)NCCC5=NC(=CS5)C6=NC(=CS6)C(=O)NCCC[S+](C)C)O. Cell line: SN12C. Synergy scores: CSS=8.60, Synergy_ZIP=0.746, Synergy_Bliss=3.78, Synergy_Loewe=-21.0, Synergy_HSA=-6.28. (4) Drug 1: CCN(CC)CCNC(=O)C1=C(NC(=C1C)C=C2C3=C(C=CC(=C3)F)NC2=O)C. Drug 2: CC1=C(N=C(N=C1N)C(CC(=O)N)NCC(C(=O)N)N)C(=O)NC(C(C2=CN=CN2)OC3C(C(C(C(O3)CO)O)O)OC4C(C(C(C(O4)CO)O)OC(=O)N)O)C(=O)NC(C)C(C(C)C(=O)NC(C(C)O)C(=O)NCCC5=NC(=CS5)C6=NC(=CS6)C(=O)NCCC[S+](C)C)O. Cell line: MCF7. Synergy scores: CSS=9.05, Synergy_ZIP=-3.51, Synergy_Bliss=-0.597, Synergy_Loewe=-5.13, Synergy_HSA=-1.24. (5) Drug 1: C1=CN(C=N1)CC(O)(P(=O)(O)O)P(=O)(O)O. Drug 2: C1CC(=O)NC(=O)C1N2C(=O)C3=CC=CC=C3C2=O. Cell line: OVCAR-4. Synergy scores: CSS=-7.75, Synergy_ZIP=1.22, Synergy_Bliss=-2.96, Synergy_Loewe=-4.03, Synergy_HSA=-4.96. (6) Drug 2: C1=CC=C(C(=C1)C(C2=CC=C(C=C2)Cl)C(Cl)Cl)Cl. Drug 1: C1=NC2=C(N=C(N=C2N1C3C(C(C(O3)CO)O)O)F)N. Cell line: OVCAR3. Synergy scores: CSS=2.88, Synergy_ZIP=2.79, Synergy_Bliss=1.49, Synergy_Loewe=3.87, Synergy_HSA=-0.552. (7) Drug 1: C1=NC2=C(N1)C(=S)N=CN2. Drug 2: B(C(CC(C)C)NC(=O)C(CC1=CC=CC=C1)NC(=O)C2=NC=CN=C2)(O)O. Cell line: MOLT-4. Synergy scores: CSS=86.1, Synergy_ZIP=1.13, Synergy_Bliss=0.952, Synergy_Loewe=-0.554, Synergy_HSA=0.801. (8) Drug 2: CC1=C(C(=O)C2=C(C1=O)N3CC4C(C3(C2COC(=O)N)OC)N4)N. Synergy scores: CSS=95.4, Synergy_ZIP=5.93, Synergy_Bliss=4.80, Synergy_Loewe=4.89, Synergy_HSA=7.95. Drug 1: CC(CN1CC(=O)NC(=O)C1)N2CC(=O)NC(=O)C2. Cell line: HL-60(TB). (9) Drug 1: CC1=C2C(C(=O)C3(C(CC4C(C3C(C(C2(C)C)(CC1OC(=O)C(C(C5=CC=CC=C5)NC(=O)C6=CC=CC=C6)O)O)OC(=O)C7=CC=CC=C7)(CO4)OC(=O)C)O)C)OC(=O)C. Drug 2: CN(C(=O)NC(C=O)C(C(C(CO)O)O)O)N=O. Cell line: 786-0. Synergy scores: CSS=7.36, Synergy_ZIP=-5.41, Synergy_Bliss=0.410, Synergy_Loewe=-26.3, Synergy_HSA=-1.67.